The task is: Predict the reactants needed to synthesize the given product.. This data is from Full USPTO retrosynthesis dataset with 1.9M reactions from patents (1976-2016). (1) Given the product [CH2:1]([NH:3][C:4]([NH:6][C:7]1[CH:12]=[CH:11][C:10]([C:13]2[N:14]=[C:15]([N:22]3[CH2:27][CH2:26][O:25][CH2:24][C@@H:23]3[CH3:28])[C:16]3[CH2:21][N:20]([CH2:38][C:37]([F:48])([F:47])[F:36])[CH2:19][C:17]=3[N:18]=2)=[CH:9][CH:8]=1)=[O:5])[CH3:2], predict the reactants needed to synthesize it. The reactants are: [CH2:1]([NH:3][C:4]([NH:6][C:7]1[CH:12]=[CH:11][C:10]([C:13]2[N:14]=[C:15]([N:22]3[CH2:27][CH2:26][O:25][CH2:24][C@@H:23]3[CH3:28])[C:16]3[CH2:21][NH:20][CH2:19][C:17]=3[N:18]=2)=[CH:9][CH:8]=1)=[O:5])[CH3:2].CCN(CC)CC.[F:36][C:37]([F:48])([F:47])[CH2:38]OS(C(Cl)(Cl)Cl)(=O)=O.CC1C=CC(S(O)(=O)=O)=CC=1. (2) Given the product [NH2:1][C:2]1[N:10]=[C:9]([NH:11][CH2:12][CH2:13][CH2:14][CH3:15])[N:8]=[C:7]2[C:3]=1[N:4]=[C:5]([Br:27])[N:6]2[CH2:16][C:17]1[CH:18]=[CH:19][C:20]([C:21]([O:23][CH3:24])=[O:22])=[CH:25][CH:26]=1, predict the reactants needed to synthesize it. The reactants are: [NH2:1][C:2]1[N:10]=[C:9]([NH:11][CH2:12][CH2:13][CH2:14][CH3:15])[N:8]=[C:7]2[C:3]=1[N:4]=[CH:5][N:6]2[CH2:16][C:17]1[CH:26]=[CH:25][C:20]([C:21]([O:23][CH3:24])=[O:22])=[CH:19][CH:18]=1.[Br:27]Br.[O-]S([O-])(=S)=O.[Na+].[Na+]. (3) Given the product [CH:1]1([N:6]2[CH2:12][C:11]([F:13])([F:14])[C:10](=[O:15])[N:9]([CH3:16])[C:8]3[CH:17]=[N:18][C:19]([NH:21][C:22]4[CH:30]=[CH:29][C:25]([C:26]([NH:35][CH3:39])=[O:28])=[CH:24][C:23]=4[O:31][CH2:32][CH3:33])=[N:20][C:7]2=3)[CH2:2][CH2:3][CH2:4][CH2:5]1, predict the reactants needed to synthesize it. The reactants are: [CH:1]1([N:6]2[CH2:12][C:11]([F:14])([F:13])[C:10](=[O:15])[N:9]([CH3:16])[C:8]3[CH:17]=[N:18][C:19]([NH:21][C:22]4[CH:30]=[CH:29][C:25]([C:26]([OH:28])=O)=[CH:24][C:23]=4[O:31][CH2:32][CH3:33])=[N:20][C:7]2=3)[CH2:5][CH2:4][CH2:3][CH2:2]1.O[N:35]1[C:39]2C=CC=CC=2N=N1.F[P-](F)(F)(F)(F)F.CN(C(N(C)C)=[N+]1C2C=CC=CC=2[N+]([O-])=N1)C.C(N(C(C)C)CC)(C)C.Cl.CN. (4) Given the product [C:1]([O:5][C:6](=[O:19])[NH:7][C@H:8]1[CH2:13][CH2:12][C@H:11]([O:14][CH2:15][C:16]#[N:17])[CH2:10][CH2:9]1)([CH3:4])([CH3:2])[CH3:3], predict the reactants needed to synthesize it. The reactants are: [C:1]([O:5][C:6](=[O:19])[NH:7][C@H:8]1[CH2:13][CH2:12][C@H:11]([O:14][CH2:15][C:16](=O)[NH2:17])[CH2:10][CH2:9]1)([CH3:4])([CH3:3])[CH3:2].C(N(CC)CC)C.ClC(Cl)(Cl)C(Cl)=O. (5) Given the product [F:1][C:2]1[CH:7]=[CH:6][C:5]([CH2:8][C:9]2[CH:18]=[C:17]3[C:12]([C:13]([OH:34])=[C:14]([C:29]([NH:39][CH2:38][CH2:37][O:36][CH3:35])=[O:30])[C:15](=[O:28])[N:16]3[CH2:19][C:20](=[O:27])[N:21]3[CH2:26][CH2:25][CH2:24][CH2:23][CH2:22]3)=[N:11][CH:10]=2)=[CH:4][CH:3]=1, predict the reactants needed to synthesize it. The reactants are: [F:1][C:2]1[CH:7]=[CH:6][C:5]([CH2:8][C:9]2[CH:18]=[C:17]3[C:12]([C:13]([OH:34])=[C:14]([C:29](OCC)=[O:30])[C:15](=[O:28])[N:16]3[CH2:19][C:20](=[O:27])[N:21]3[CH2:26][CH2:25][CH2:24][CH2:23][CH2:22]3)=[N:11][CH:10]=2)=[CH:4][CH:3]=1.[CH3:35][O:36][CH2:37][CH2:38][NH2:39]. (6) Given the product [NH:23]1[C:24]2[C:20](=[CH:19][CH:18]=[CH:17][C:16]=2[C:14]([NH:13][C@H:11]([C:8]2[CH:7]=[CH:6][C:5]([C:3]([O:2][CH3:1])=[O:4])=[CH:10][CH:9]=2)[CH3:12])=[O:15])[CH2:21][CH2:22]1, predict the reactants needed to synthesize it. The reactants are: [CH3:1][O:2][C:3]([C:5]1[CH:10]=[CH:9][C:8]([C@@H:11]([NH:13][C:14]([C:16]2[CH:17]=[CH:18][CH:19]=[C:20]3[C:24]=2[N:23](C(OC(C)(C)C)=O)[CH2:22][CH2:21]3)=[O:15])[CH3:12])=[CH:7][CH:6]=1)=[O:4].C(O)(C(F)(F)F)=O. (7) Given the product [I:1][C:2]1[C:10]2[C:9]([NH2:11])=[CH:8][CH:7]=[CH:6][C:5]=2[N:4]([CH2:14][C:15]2[S:19][C:18]([CH3:20])=[N:17][CH:16]=2)[N:3]=1, predict the reactants needed to synthesize it. The reactants are: [I:1][C:2]1[C:10]2[C:5](=[CH:6][CH:7]=[CH:8][C:9]=2[N+:11]([O-])=O)[N:4]([CH2:14][C:15]2[S:19][C:18]([CH3:20])=[N:17][CH:16]=2)[N:3]=1.[Cl-].[NH4+]. (8) Given the product [Br:33][CH2:34][C:35]([NH:1][C:2]1[CH:7]=[CH:6][C:5]([S:8]([N:11]([C:13]2[CH:32]=[CH:31][C:16]3[N:17]([CH2:24][CH:25]4[CH2:30][CH2:29][CH2:28][CH2:27][CH2:26]4)[C:18]([C:20]([CH3:23])([CH3:22])[CH3:21])=[N:19][C:15]=3[CH:14]=2)[CH3:12])(=[O:10])=[O:9])=[CH:4][CH:3]=1)=[O:36], predict the reactants needed to synthesize it. The reactants are: [NH2:1][C:2]1[CH:7]=[CH:6][C:5]([S:8]([N:11]([C:13]2[CH:32]=[CH:31][C:16]3[N:17]([CH2:24][CH:25]4[CH2:30][CH2:29][CH2:28][CH2:27][CH2:26]4)[C:18]([C:20]([CH3:23])([CH3:22])[CH3:21])=[N:19][C:15]=3[CH:14]=2)[CH3:12])(=[O:10])=[O:9])=[CH:4][CH:3]=1.[Br:33][CH2:34][C:35](Cl)=[O:36].